This data is from Peptide-MHC class II binding affinity with 134,281 pairs from IEDB. The task is: Regression. Given a peptide amino acid sequence and an MHC pseudo amino acid sequence, predict their binding affinity value. This is MHC class II binding data. The peptide sequence is VLAKSPDTTCSEIEE. The MHC is DRB1_0701 with pseudo-sequence DRB1_0701. The binding affinity (normalized) is 0.435.